From a dataset of Forward reaction prediction with 1.9M reactions from USPTO patents (1976-2016). Predict the product of the given reaction. (1) Given the reactants S(Cl)([Cl:3])=O.[Br:5][C:6]1[N:7]=[CH:8][N:9]([C:14]2[CH:19]=[CH:18][C:17]([CH3:20])=[CH:16][C:15]=2[CH3:21])[C:10]=1[C:11](O)=[O:12], predict the reaction product. The product is: [ClH:3].[Br:5][C:6]1[N:7]=[CH:8][N:9]([C:14]2[CH:19]=[CH:18][C:17]([CH3:20])=[CH:16][C:15]=2[CH3:21])[C:10]=1[C:11]([Cl:3])=[O:12]. (2) Given the reactants ClC1C=C(N2CCN([C:14]([C:16]3[N:17]([C:22]4[CH:27]=[CH:26][CH:25]=[CH:24][CH:23]=4)[N:18]=[C:19]([CH3:21])[CH:20]=3)=[O:15])CC2)C=CC=1.O1C2C=CC=C(N3CCNCC3)C=2OC1, predict the reaction product. The product is: [CH3:21][C:19]1[CH:20]=[C:16]([CH:14]=[O:15])[N:17]([C:22]2[CH:27]=[CH:26][CH:25]=[CH:24][CH:23]=2)[N:18]=1.